This data is from Reaction yield outcomes from USPTO patents with 853,638 reactions. The task is: Predict the reaction yield, written as a fraction of the theoretical maximum amount of product (1.0 means a 100% yield; for example, 0.34 means a 34% yield). (1) The reactants are [OH:1][C@H:2]1[CH2:6][NH:5][C@@H:4]([C:7]([OH:9])=[O:8])[CH2:3]1.[CH3:10]O. No catalyst specified. The product is [CH3:10][O:8][C:7]([C@H:4]1[CH2:3][C@@H:2]([OH:1])[CH2:6][NH:5]1)=[O:9]. The yield is 0.950. (2) The reactants are [NH2:1][C:2]1[CH:10]=[CH:9][CH:8]=[C:7]([CH3:11])[C:3]=1[C:4]([OH:6])=[O:5].[CH2:12]=[C:13]1[O:17][C:15](=O)[CH2:14]1.C(Cl)(Cl)(Cl)Cl.C(OC(=O)C)(=O)C. The catalyst is CC(C)=O. The product is [CH3:11][C:7]1[C:3]2[C:4](=[O:6])[O:5][C:15]([CH2:14][C:13](=[O:17])[CH3:12])=[N:1][C:2]=2[CH:10]=[CH:9][CH:8]=1. The yield is 0.480. (3) The reactants are [F:1][CH2:2][C:3]1[NH:12][C:11](=O)[C:10]2[C:5](=[CH:6][CH:7]=[CH:8][CH:9]=2)[N:4]=1.COC(=O)[C:17]1[CH:22]=[CH:21][CH:20]=[CH:19][C:18]=1[NH2:23].F[CH2:26]C#N.Cl.[O:30]1CCOC[CH2:31]1. No catalyst specified. The product is [F:1][CH2:2][C:3]1[N:12]=[C:11]([N:23]([C:18]2[CH:17]=[CH:22][C:21]([O:30][CH3:31])=[CH:20][CH:19]=2)[CH3:26])[C:10]2[C:5](=[CH:6][CH:7]=[CH:8][CH:9]=2)[N:4]=1. The yield is 0.390. (4) The reactants are Cl.[NH2:2][CH2:3][C:4]1[CH:5]=[C:6]2[C:10](=[CH:11][CH:12]=1)[C:9](=[O:13])[N:8]([CH:14]1[CH2:19][CH2:18][C:17](=[O:20])[NH:16][C:15]1=[O:21])[CH2:7]2.[Cl:22][C:23]1[CH:28]=[CH:27][C:26]([CH2:29][C:30](Cl)=[O:31])=[CH:25][CH:24]=1.[CH2:33](N(CC)CC)C. The catalyst is CN(C)C=O.O. The product is [Cl:22][C:23]1[CH:28]=[CH:27][C:26]([CH2:29][C:30]([NH:2][CH2:3][C:4]2[CH:5]=[C:6]3[C:10](=[CH:11][CH:12]=2)[C:9](=[O:13])[N:8]([C:14]2([CH3:33])[CH2:19][CH2:18][C:17](=[O:20])[NH:16][C:15]2=[O:21])[CH2:7]3)=[O:31])=[CH:25][CH:24]=1. The yield is 0.440.